The task is: Predict the reactants needed to synthesize the given product.. This data is from Full USPTO retrosynthesis dataset with 1.9M reactions from patents (1976-2016). (1) Given the product [C:14]([N:21]1[CH2:28][CH2:27][CH2:26][C@H:22]1[C:23]#[N:25])([O:16][C:17]([CH3:20])([CH3:19])[CH3:18])=[O:15], predict the reactants needed to synthesize it. The reactants are: FC(F)(F)C(OC(=O)C(F)(F)F)=O.[C:14]([N:21]1[CH2:28][CH2:27][CH2:26][C@H:22]1[C:23]([NH-:25])=O)([O:16][C:17]([CH3:20])([CH3:19])[CH3:18])=[O:15].C(N(CC)CC)C.O. (2) Given the product [F:45][C:46]1[CH:47]=[C:48]([CH2:49][NH:50][C:38](=[O:40])[C:37]2[CH:41]=[CH:42][CH:43]=[N:44][C:36]=2[NH2:35])[CH:51]=[CH:52][C:53]=1[O:54][C:55]1[CH:60]=[CH:59][CH:58]=[CH:57][CH:56]=1, predict the reactants needed to synthesize it. The reactants are: CN([P+](ON1N=NC2C=CC=CC1=2)(N(C)C)N(C)C)C.F[P-](F)(F)(F)(F)F.C(N(CC)CC)C.[NH2:35][C:36]1[N:44]=[CH:43][CH:42]=[CH:41][C:37]=1[C:38]([OH:40])=O.[F:45][C:46]1[CH:47]=[C:48]([CH:51]=[CH:52][C:53]=1[O:54][C:55]1[CH:60]=[CH:59][CH:58]=[CH:57][CH:56]=1)[CH2:49][NH2:50]. (3) Given the product [CH:37]1([N:40]([CH:41]2[CH2:42][CH2:43][N:44]([CH3:47])[CH2:45][CH2:46]2)[C:19](=[O:20])[C:18]2[CH:22]=[CH:23][CH:24]=[C:16]([NH:15][C:11]3[CH:10]=[C:9]([O:8][C:7]4[C:2]([CH3:1])=[N:3][C:4]([CH3:25])=[CH:5][CH:6]=4)[CH:14]=[CH:13][N:12]=3)[CH:17]=2)[CH2:39][CH2:38]1, predict the reactants needed to synthesize it. The reactants are: [CH3:1][C:2]1[C:7]([O:8][C:9]2[CH:14]=[CH:13][N:12]=[C:11]([NH:15][C:16]3[CH:17]=[C:18]([CH:22]=[CH:23][CH:24]=3)[C:19]([O-])=[O:20])[CH:10]=2)=[CH:6][CH:5]=[C:4]([CH3:25])[N:3]=1.[Na+].ON1C2C=CC=CC=2N=N1.[CH:37]1([NH:40][CH:41]2[CH2:46][CH2:45][N:44]([CH3:47])[CH2:43][CH2:42]2)[CH2:39][CH2:38]1.C(=O)([O-])[O-]. (4) Given the product [CH:1]1([NH:6][C:7]2[N:12]=[C:11]([C:13]3[C:14]([C:24]4[CH:29]=[CH:28][C:27]([F:30])=[CH:26][CH:25]=4)=[N:15][N:16]4[C:21]=3[CH:20]=[CH:19][N:18]=[C:17]4[N:42]3[CH2:46][CH2:45][CH2:44][CH2:43]3)[CH:10]=[CH:9][N:8]=2)[CH2:5][CH2:4][CH2:3][CH2:2]1, predict the reactants needed to synthesize it. The reactants are: [CH:1]1([NH:6][C:7]2[N:12]=[C:11]([C:13]3[C:14]([C:24]4[CH:29]=[CH:28][C:27]([F:30])=[CH:26][CH:25]=4)=[N:15][N:16]4[C:21]=3[CH:20]=[CH:19][N:18]=[C:17]4SC)[CH:10]=[CH:9][N:8]=2)[CH2:5][CH2:4][CH2:3][CH2:2]1.ClC1C=C(C=CC=1)C(OO)=O.[NH:42]1[CH2:46][CH2:45][CH2:44][CH2:43]1. (5) Given the product [Cl:18][CH2:17][CH2:16][CH2:15][C:2]([CH3:4])([CH3:3])[C:1]#[N:5], predict the reactants needed to synthesize it. The reactants are: [C:1](#[N:5])[CH:2]([CH3:4])[CH3:3].C([N-]C(C)C)(C)C.[Li+].Br[CH2:15][CH2:16][CH2:17][Cl:18]. (6) Given the product [C:45]([NH:44][C:42]([C:39]1[S:38][C:37]([C:16]2[CH:15]=[CH:14][C:13]([C@@H:11]([N:7]3[CH2:6][CH2:5][C@:4]([CH2:3][C:2]([OH:1])([CH3:34])[CH3:35])([C:28]4[CH:33]=[CH:32][CH:31]=[CH:30][CH:29]=4)[O:9][C:8]3=[O:10])[CH3:12])=[CH:18][CH:17]=2)=[N:41][CH:40]=1)=[O:43])([CH3:48])([CH3:47])[CH3:46], predict the reactants needed to synthesize it. The reactants are: [OH:1][C:2]([CH3:35])([CH3:34])[CH2:3][C@@:4]1([C:28]2[CH:33]=[CH:32][CH:31]=[CH:30][CH:29]=2)[O:9][C:8](=[O:10])[N:7]([C@H:11]([C:13]2[CH:18]=[CH:17][C:16](B3OC(C)(C)C(C)(C)O3)=[CH:15][CH:14]=2)[CH3:12])[CH2:6][CH2:5]1.Br[C:37]1[S:38][C:39]([C:42]([NH:44][C:45]([CH3:48])([CH3:47])[CH3:46])=[O:43])=[CH:40][N:41]=1. (7) The reactants are: [NH2:1][C:2]1[O:3][CH2:4][C@:5]2([N:21]=1)[C:18]1[CH:17]=[C:16](Br)[CH:15]=[CH:14][C:13]=1[O:12][C:11]1[C:6]2=[CH:7][C:8]([OH:20])=[CH:9][CH:10]=1.[CH:22]1([C:25]#[CH:26])[CH2:24][CH2:23]1.C(NC(C)C)(C)C. Given the product [NH2:1][C:2]1[O:3][CH2:4][C@:5]2([N:21]=1)[C:18]1[CH:17]=[C:16]([C:26]#[C:25][CH:22]3[CH2:24][CH2:23]3)[CH:15]=[CH:14][C:13]=1[O:12][C:11]1[C:6]2=[CH:7][C:8]([OH:20])=[CH:9][CH:10]=1, predict the reactants needed to synthesize it. (8) Given the product [Cl:1][C:2]1[CH:3]=[C:4]([CH:5]=[CH:6][C:7]=1[C:8]([F:10])([F:11])[F:9])[O:12][CH2:20][C:21]1[CH:31]=[CH:30][C:24]([C:25]([O:27][CH2:28][CH3:29])=[O:26])=[CH:23][CH:22]=1, predict the reactants needed to synthesize it. The reactants are: [Cl:1][C:2]1[CH:3]=[C:4]([OH:12])[CH:5]=[CH:6][C:7]=1[C:8]([F:11])([F:10])[F:9].C(=O)([O-])[O-].[K+].[K+].Br[CH2:20][C:21]1[CH:31]=[CH:30][C:24]([C:25]([O:27][CH2:28][CH3:29])=[O:26])=[CH:23][CH:22]=1.O. (9) The reactants are: [F:1][C:2]1[CH:3]=[C:4]([N:9]2[C:14](=[O:15])[C:13]([O:16]S(C3C=CC(C)=CC=3)(=O)=O)=[C:12]([C:27]3[CH:32]=[CH:31][C:30]([S:33]([CH3:36])(=[O:35])=[O:34])=[CH:29][CH:28]=3)[CH:11]=[N:10]2)[CH:5]=[CH:6][C:7]=1[F:8].[CH:37]1([CH2:42][CH2:43]O)[CH2:41][CH2:40][CH2:39][CH2:38]1. Given the product [F:1][C:2]1[CH:3]=[C:4]([N:9]2[C:14](=[O:15])[C:13]([O:16][CH2:43][CH2:42][CH:37]3[CH2:41][CH2:40][CH2:39][CH2:38]3)=[C:12]([C:27]3[CH:32]=[CH:31][C:30]([S:33]([CH3:36])(=[O:34])=[O:35])=[CH:29][CH:28]=3)[CH:11]=[N:10]2)[CH:5]=[CH:6][C:7]=1[F:8], predict the reactants needed to synthesize it.